This data is from Catalyst prediction with 721,799 reactions and 888 catalyst types from USPTO. The task is: Predict which catalyst facilitates the given reaction. (1) Reactant: [CH3:1][C:2]1[N:3]([C:7]2[CH:13]=[CH:12][C:10]([NH2:11])=[CH:9][CH:8]=2)[CH:4]=[CH:5][N:6]=1.[CH2:14]([O:16][CH:17]=[CH:18][C:19](Cl)=[O:20])[CH3:15]. Product: [CH2:14]([O:16][CH:17]=[CH:18][C:19]([NH:11][C:10]1[CH:12]=[CH:13][C:7]([N:3]2[CH:4]=[CH:5][N:6]=[C:2]2[CH3:1])=[CH:8][CH:9]=1)=[O:20])[CH3:15]. The catalyst class is: 17. (2) Reactant: [H-].[Na+].[S:3]1(=[O:10])(=[O:9])[CH2:8][CH2:7][CH2:6][CH2:5][NH:4]1.F[C:12]1[CH:19]=[CH:18][CH:17]=[CH:16][C:13]=1[C:14]#[N:15]. Product: [O:9]=[S:3]1(=[O:10])[CH2:8][CH2:7][CH2:6][CH2:5][N:4]1[C:12]1[CH:19]=[CH:18][CH:17]=[CH:16][C:13]=1[C:14]#[N:15]. The catalyst class is: 18. (3) Reactant: [H-].[Na+].[CH:3]1([CH2:6][C@H:7]([NH:10][C:11](=[O:17])[O:12][C:13]([CH3:16])([CH3:15])[CH3:14])[CH2:8][OH:9])[CH2:5][CH2:4]1.Br[CH2:19][CH2:20][O:21][CH3:22]. Product: [CH:3]1([CH2:6][C@H:7]([NH:10][C:11](=[O:17])[O:12][C:13]([CH3:14])([CH3:16])[CH3:15])[CH2:8][O:9][CH2:19][CH2:20][O:21][CH3:22])[CH2:5][CH2:4]1. The catalyst class is: 1. (4) The catalyst class is: 2. Product: [CH:1]([O:14][C:15](=[O:32])[C@H:16]([N:23]1[C:28](=[O:31])[CH:29]=[CH:30][CH2:25][O:24]1)[C:17]1[CH:18]=[CH:19][CH:20]=[CH:21][CH:22]=1)([C:2]1[CH:3]=[CH:4][CH:5]=[CH:6][CH:7]=1)[C:8]1[CH:9]=[CH:10][CH:11]=[CH:12][CH:13]=1. Reactant: [CH:1]([O:14][C:15](=[O:32])[C@H:16]([N:23]([C:28](=[O:31])[CH:29]=[CH2:30])[O:24][CH2:25]C=C)[C:17]1[CH:22]=[CH:21][CH:20]=[CH:19][CH:18]=1)([C:8]1[CH:13]=[CH:12][CH:11]=[CH:10][CH:9]=1)[C:2]1[CH:7]=[CH:6][CH:5]=[CH:4][CH:3]=1. (5) Product: [Cl:1][C:2]1[CH:3]=[C:4]([OH:11])[CH:5]=[C:6]([N+:8]([O-:10])=[O:9])[CH:7]=1. The catalyst class is: 6. Reactant: [Cl:1][C:2]1[CH:3]=[C:4]([O:11]C)[CH:5]=[C:6]([N+:8]([O-:10])=[O:9])[CH:7]=1.Cl.[NH+]1C=CC=CC=1. (6) Reactant: [C:1]1([CH:7]=[CH:8][C:9]([C:11]2[CH:16]=[CH:15][CH:14]=[CH:13][CH:12]=2)=O)[CH:6]=[CH:5][CH:4]=[CH:3][CH:2]=1.[C:17](#[N:21])[CH2:18][C:19]#[N:20].C([O-])(=O)C.[NH4+:26]. Product: [NH2:20][C:19]1[N:26]=[C:7]([C:1]2[CH:6]=[CH:5][CH:4]=[CH:3][CH:2]=2)[CH:8]=[C:9]([C:11]2[CH:16]=[CH:15][CH:14]=[CH:13][CH:12]=2)[C:18]=1[C:17]#[N:21]. The catalyst class is: 14.